Task: Predict the reaction yield, written as a fraction of the theoretical maximum amount of product (1.0 means a 100% yield; for example, 0.34 means a 34% yield).. Dataset: Reaction yield outcomes from USPTO patents with 853,638 reactions The reactants are [Br:1][C:2]1[CH:7]=[CH:6][CH:5]=[CH:4][C:3]=1[CH2:8][C:9](=O)[CH2:10][NH:11][C:12]([C:14]1[CH:45]=[C:17]2[N:18]=[C:19]([CH3:44])[C:20]([C@H:33]([O:39][C:40]([CH3:43])([CH3:42])[CH3:41])[C:34]([O:36][CH2:37][CH3:38])=[O:35])=[C:21]([N:22]3[CH2:27][CH2:26][C:25]([CH2:29][CH2:30][CH:31]=[CH2:32])([CH3:28])[CH2:24][CH2:23]3)[N:16]2[N:15]=1)=O.COC1C=CC(P2(SP(C3C=CC(OC)=CC=3)(=S)S2)=[S:56])=CC=1. The catalyst is C1(C)C=CC=CC=1. The product is [Br:1][C:2]1[CH:7]=[CH:6][CH:5]=[CH:4][C:3]=1[CH2:8][C:9]1[S:56][C:12]([C:14]2[CH:45]=[C:17]3[N:18]=[C:19]([CH3:44])[C:20]([C@H:33]([O:39][C:40]([CH3:43])([CH3:42])[CH3:41])[C:34]([O:36][CH2:37][CH3:38])=[O:35])=[C:21]([N:22]4[CH2:27][CH2:26][C:25]([CH2:29][CH2:30][CH:31]=[CH2:32])([CH3:28])[CH2:24][CH2:23]4)[N:16]3[N:15]=2)=[N:11][CH:10]=1. The yield is 0.616.